Dataset: Reaction yield outcomes from USPTO patents with 853,638 reactions. Task: Predict the reaction yield, written as a fraction of the theoretical maximum amount of product (1.0 means a 100% yield; for example, 0.34 means a 34% yield). (1) The reactants are [CH3:1][C:2]1[N:11]([C:12]2[CH:17]=[CH:16][CH:15]=[CH:14][CH:13]=2)[C:10](=[O:18])[C:9]2[C:4](=[CH:5][CH:6]=[CH:7][CH:8]=2)[N:3]=1.[OH:19][C:20]1[C:21]([O:28]C)=[C:22]([CH:25]=[CH:26][CH:27]=1)[CH:23]=O.CC([O-])=O.[Na+]. The catalyst is CC(O)=O. The product is [OH:28][C:21]1[C:20]([OH:19])=[CH:27][CH:26]=[CH:25][C:22]=1[CH:23]=[CH:1][C:2]1[N:11]([C:12]2[CH:17]=[CH:16][CH:15]=[CH:14][CH:13]=2)[C:10](=[O:18])[C:9]2[C:4](=[CH:5][CH:6]=[CH:7][CH:8]=2)[N:3]=1. The yield is 0.750. (2) The reactants are [N:1]1([C:6]([O:8][CH2:9][C:10]2[CH:15]=[CH:14][CH:13]=[CH:12][CH:11]=2)=[O:7])[CH2:5][CH:4]=[CH:3][CH2:2]1.C[N+]1([O-])CC[O:20]CC1.[OH2:24]. The catalyst is C1COCC1.O=[Os](=O)(=O)=O. The product is [OH:24][CH:3]1[CH:4]([OH:20])[CH2:5][N:1]([C:6]([O:8][CH2:9][C:10]2[CH:15]=[CH:14][CH:13]=[CH:12][CH:11]=2)=[O:7])[CH2:2]1. The yield is 0.950. (3) The reactants are [H-].C([Al+]CC(C)C)C(C)C.[CH2:11]([N:18]1[CH2:22][CH2:21][C@@H:20]([NH:23][C:24]2[C:34]([F:35])=[CH:33][C:27]([C:28](OCC)=[O:29])=[CH:26][N:25]=2)[CH2:19]1)[C:12]1[CH:17]=[CH:16][CH:15]=[CH:14][CH:13]=1.[Cl-].[NH4+].[O-]S([O-])(=O)=O.[Na+].[Na+]. The catalyst is CCCCCC.C1COCC1. The product is [CH2:11]([N:18]1[CH2:22][CH2:21][C@@H:20]([NH:23][C:24]2[C:34]([F:35])=[CH:33][C:27]([CH:28]=[O:29])=[CH:26][N:25]=2)[CH2:19]1)[C:12]1[CH:17]=[CH:16][CH:15]=[CH:14][CH:13]=1. The yield is 0.980. (4) The reactants are Br[C:2]1[CH:3]=[CH:4][C:5]([CH2:10][N:11]2[CH2:16][CH2:15][O:14][CH2:13][CH2:12]2)=[C:6]([CH:9]=1)[C:7]#[N:8].[CH3:17][C:18]1[CH:23]=[C:22]([CH3:24])[NH:21][C:20](=[O:25])[C:19]=1[CH2:26][NH:27][C:28](=[O:54])[C:29]1[CH:34]=[C:33](B2OC(C)(C)C(C)(C)O2)[CH:32]=[C:31]([N:44]([CH2:51][CH3:52])[CH:45]2[CH2:50][CH2:49][O:48][CH2:47][CH2:46]2)[C:30]=1[CH3:53].C([O-])([O-])=O.[Na+].[Na+]. The catalyst is O1CCOCC1.O.C1C=CC([P]([Pd]([P](C2C=CC=CC=2)(C2C=CC=CC=2)C2C=CC=CC=2)([P](C2C=CC=CC=2)(C2C=CC=CC=2)C2C=CC=CC=2)[P](C2C=CC=CC=2)(C2C=CC=CC=2)C2C=CC=CC=2)(C2C=CC=CC=2)C2C=CC=CC=2)=CC=1. The product is [C:7]([C:6]1[CH:9]=[C:2]([C:33]2[CH:32]=[C:31]([N:44]([CH2:51][CH3:52])[CH:45]3[CH2:50][CH2:49][O:48][CH2:47][CH2:46]3)[C:30]([CH3:53])=[C:29]([C:28]([NH:27][CH2:26][C:19]3[C:20](=[O:25])[NH:21][C:22]([CH3:24])=[CH:23][C:18]=3[CH3:17])=[O:54])[CH:34]=2)[CH:3]=[CH:4][C:5]=1[CH2:10][N:11]1[CH2:16][CH2:15][O:14][CH2:13][CH2:12]1)#[N:8]. The yield is 0.0600. (5) The reactants are [NH:1]([C:30]([CH2:32][CH2:33][CH2:34][CH2:35][CH2:36][CH2:37][CH3:38])=[O:31])[C@H:2]([C:18]([NH:20][C@H:21]([C:26]([O:28]C)=[O:27])[CH2:22][CH:23]([CH3:25])[CH3:24])=[O:19])[CH2:3][C:4]1[CH:9]=[CH:8][C:7]([O:10][CH2:11][C:12]2[CH:17]=[CH:16][CH:15]=[CH:14][CH:13]=2)=[CH:6][CH:5]=1.O.O.[OH-].[Li+].Cl. The catalyst is C1COCC1. The product is [NH:1]([C:30]([CH2:32][CH2:33][CH2:34][CH2:35][CH2:36][CH2:37][CH3:38])=[O:31])[C@H:2]([C:18]([NH:20][C@H:21]([C:26]([OH:28])=[O:27])[CH2:22][CH:23]([CH3:25])[CH3:24])=[O:19])[CH2:3][C:4]1[CH:5]=[CH:6][C:7]([O:10][CH2:11][C:12]2[CH:17]=[CH:16][CH:15]=[CH:14][CH:13]=2)=[CH:8][CH:9]=1. The yield is 0.980. (6) The reactants are C(OC(=O)[NH:7][C@@H:8]1[C@H:13]([OH:14])[CH2:12][CH2:11][N:10]([C:15]([C:17]2[CH:39]=[CH:38][C:20]3[N:21]([CH3:37])[C:22]([C:24]4[N:32]([CH2:33][CH:34]5[CH2:36][CH2:35]5)[C:27]5=[N:28][CH:29]=[CH:30][CH:31]=[C:26]5[CH:25]=4)=[N:23][C:19]=3[CH:18]=2)=[O:16])[CH2:9]1)(C)(C)C.C(O)(C(F)(F)F)=O. The catalyst is ClCCl.CO. The product is [NH2:7][C@@H:8]1[C@H:13]([OH:14])[CH2:12][CH2:11][N:10]([C:15]([C:17]2[CH:39]=[CH:38][C:20]3[N:21]([CH3:37])[C:22]([C:24]4[N:32]([CH2:33][CH:34]5[CH2:36][CH2:35]5)[C:27]5=[N:28][CH:29]=[CH:30][CH:31]=[C:26]5[CH:25]=4)=[N:23][C:19]=3[CH:18]=2)=[O:16])[CH2:9]1. The yield is 1.00.